From a dataset of Reaction yield outcomes from USPTO patents with 853,638 reactions. Predict the reaction yield, written as a fraction of the theoretical maximum amount of product (1.0 means a 100% yield; for example, 0.34 means a 34% yield). (1) The reactants are [Cl:1][C:2]1[N:7]=[CH:6][N+:5]([O-])=[C:4]2[CH2:9][CH2:10][C@@H:11]([CH3:12])[C:3]=12.[C:13]([O:16]C(=O)C)(=[O:15])[CH3:14]. No catalyst specified. The product is [C:13]([O:16][CH:9]1[C:4]2[N:5]=[CH:6][N:7]=[C:2]([Cl:1])[C:3]=2[C@H:11]([CH3:12])[CH2:10]1)(=[O:15])[CH3:14]. The yield is 0.700. (2) The reactants are [C:1]([C:4]1[C:5]([F:40])=[C:6]([CH:36]=[CH:37][C:38]=1[F:39])[O:7][CH:8]([C:21]1[O:22][CH:23]=[C:24]([C:26]2[CH:31]=[CH:30][C:29]([C:32]([F:35])([F:34])[F:33])=[CH:28][CH:27]=2)[N:25]=1)[CH2:9][NH:10][C:11](=O)[O:12]CC1C=CC=CC=1)(=[O:3])[NH2:2].[CH2:41]([N:43](CC)CC)[CH3:42].C(N=C=O)C. The catalyst is CCOC(C)=O. The product is [CH2:41]([NH:43][C:11](=[O:12])[NH:10][CH2:9][CH:8]([C:21]1[O:22][CH:23]=[C:24]([C:26]2[CH:31]=[CH:30][C:29]([C:32]([F:35])([F:33])[F:34])=[CH:28][CH:27]=2)[N:25]=1)[O:7][C:6]1[C:5]([F:40])=[C:4]([C:38]([F:39])=[CH:37][CH:36]=1)[C:1]([NH2:2])=[O:3])[CH3:42]. The yield is 0.770. (3) The reactants are [F:1][C@@H:2]1[C@H:8]([NH:9]C(=O)OC(C)(C)C)[CH2:7][CH2:6][C@@H:5]([C:17]2[N:21]([CH3:22])[N:20]=[CH:19][C:18]=2[N+:23]([O-])=O)[O:4][CH2:3]1.[Si]([O:33][CH2:34][CH2:35][O:36][C:37]1[CH:42]=[C:41]([F:43])[C:40]([C:44]2[N:49]=[C:48]([C:50](O)=[O:51])[CH:47]=[CH:46][C:45]=2[F:53])=[C:39]([F:54])[CH:38]=1)(C(C)(C)C)(C)C. No catalyst specified. The product is [NH2:9][C@H:8]1[C@@H:2]([F:1])[CH2:3][O:4][C@H:5]([C:17]2[N:21]([CH3:22])[N:20]=[CH:19][C:18]=2[NH:23][C:50](=[O:51])[C:48]2[CH:47]=[CH:46][C:45]([F:53])=[C:44]([C:40]3[C:41]([F:43])=[CH:42][C:37]([O:36][CH2:35][CH2:34][OH:33])=[CH:38][C:39]=3[F:54])[N:49]=2)[CH2:6][CH2:7]1. The yield is 0.620. (4) The reactants are [CH:1]([C:3]1[O:11][C:10]2[C:9]([C:12]([NH:14][C:15]3[CH:20]=[CH:19][CH:18]=[CH:17][C:16]=3[O:21][CH3:22])=[O:13])=[CH:8][N:7]=[CH:6][C:5]=2[CH:4]=1)=O.[S:23]1[CH2:29][C:27](=[O:28])[NH:26][C:24]1=[S:25].C([O-])(=O)C.[Na+]. The catalyst is C(O)(=O)C. The product is [CH3:22][O:21][C:16]1[CH:17]=[CH:18][CH:19]=[CH:20][C:15]=1[NH:14][C:12]([C:9]1[C:10]2[O:11][C:3](/[CH:1]=[C:29]3/[C:27](=[O:28])[NH:26][C:24](=[S:25])[S:23]/3)=[CH:4][C:5]=2[CH:6]=[N:7][CH:8]=1)=[O:13]. The yield is 0.470. (5) The reactants are [Br:1][C:2]1[CH:7]=[CH:6][C:5]([C@H:8](O)[CH2:9][CH2:10][C@H:11]([C:13]2[CH:18]=[CH:17][C:16]([Br:19])=[CH:15][CH:14]=2)O)=[CH:4][CH:3]=1.[F:21][C:22]([F:31])([F:30])[C:23]1[N:28]=[CH:27][C:26]([NH2:29])=[CH:25][CH:24]=1. The product is [Br:1][C:2]1[CH:7]=[CH:6][C:5]([C@@H:8]2[CH2:9][CH2:10][C@@H:11]([C:13]3[CH:18]=[CH:17][C:16]([Br:19])=[CH:15][CH:14]=3)[N:29]2[C:26]2[CH:25]=[CH:24][C:23]([C:22]([F:31])([F:21])[F:30])=[N:28][CH:27]=2)=[CH:4][CH:3]=1. No catalyst specified. The yield is 0.100. (6) The reactants are [CH:1]1([CH2:6][C@H:7]([CH2:11][N:12]([CH:20]=[O:21])[O:13][CH:14]2[CH2:19][CH2:18][CH2:17][CH2:16][O:15]2)[C:8]([OH:10])=O)[CH2:5][CH2:4][CH2:3][CH2:2]1.[Cl:22][C:23]1[N:28]=[C:27]([NH:29][NH2:30])[C:26]([F:31])=[C:25]([N:32]2[CH2:35][C:34]([CH3:41])([N:36]3[CH2:40][CH2:39][CH2:38][CH2:37]3)[CH2:33]2)[N:24]=1.C(Cl)CCl.C1C=NC2N(O)N=NC=2C=1.CN1CCOCC1. The catalyst is CN(C=O)C. The product is [Cl:22][C:23]1[N:28]=[C:27]([NH:29][NH:30][C:8](=[O:10])[C@H:7]([CH2:6][CH:1]2[CH2:2][CH2:3][CH2:4][CH2:5]2)[CH2:11][N:12]([O:13][CH:14]2[CH2:19][CH2:18][CH2:17][CH2:16][O:15]2)[CH:20]=[O:21])[C:26]([F:31])=[C:25]([N:32]2[CH2:33][C:34]([CH3:41])([N:36]3[CH2:40][CH2:39][CH2:38][CH2:37]3)[CH2:35]2)[N:24]=1. The yield is 0.660. (7) The reactants are Cl.[CH2:2]([C:6]1[O:7][C:8]2[CH:16]=[CH:15][CH:14]=[CH:13][C:9]=2[C:10]=1[CH2:11][NH2:12])[CH2:3][CH2:4][CH3:5].[CH2:17]([NH:29][C:30](=[O:39])[C:31]1[CH:36]=[CH:35][C:34]([CH:37]=O)=[CH:33][CH:32]=1)[CH2:18][CH2:19][CH2:20][CH2:21][CH2:22][CH2:23][CH2:24][CH2:25][CH2:26][CH2:27][CH3:28]. The catalyst is C(N(CC)CC)C. The product is [CH2:2]([C:6]1[O:7][C:8]2[CH:16]=[CH:15][CH:14]=[CH:13][C:9]=2[C:10]=1[CH2:11][NH:12][CH2:37][C:34]1[CH:35]=[CH:36][C:31]([C:30]([NH:29][CH2:17][CH2:18][CH2:19][CH2:20][CH2:21][CH2:22][CH2:23][CH2:24][CH2:25][CH2:26][CH2:27][CH3:28])=[O:39])=[CH:32][CH:33]=1)[CH2:3][CH2:4][CH3:5]. The yield is 0.590. (8) The reactants are [OH:1][C:2]1[CH:10]=[CH:9][C:8]([C:11]2[N:12]([C:27]([O:29][C:30]([CH3:33])([CH3:32])[CH3:31])=[O:28])[C:13]3[C:18]([CH:19]=2)=[CH:17][C:16]([CH2:20][N:21]2[CH2:26][CH2:25][CH2:24][CH2:23][CH2:22]2)=[CH:15][CH:14]=3)=[C:7]2[C:3]=1[CH2:4][NH:5][C:6]2=[O:34].C(N(CC)CC)C.[C:42]1([CH2:48][S:49](Cl)(=[O:51])=[O:50])[CH:47]=[CH:46][CH:45]=[CH:44][CH:43]=1. The catalyst is ClCCl. The product is [C:42]1([CH2:48][S:49]([O:1][C:2]2[CH:10]=[CH:9][C:8]([C:11]3[N:12]([C:27]([O:29][C:30]([CH3:31])([CH3:33])[CH3:32])=[O:28])[C:13]4[C:18]([CH:19]=3)=[CH:17][C:16]([CH2:20][N:21]3[CH2:26][CH2:25][CH2:24][CH2:23][CH2:22]3)=[CH:15][CH:14]=4)=[C:7]3[C:3]=2[CH2:4][NH:5][C:6]3=[O:34])(=[O:51])=[O:50])[CH:47]=[CH:46][CH:45]=[CH:44][CH:43]=1. The yield is 0.370. (9) The reactants are [Cl-].[Cl:2][C:3]1[C:12]2[C:7](=[CH:8][CH:9]=[CH:10][CH:11]=2)[CH:6]=[CH:5][C:4]=1[NH:13][CH2:14][CH2:15][NH3+:16].[CH3:17][N:18]1[CH:22]=[CH:21][CH:20]=[C:19]1[CH:23]=O. No catalyst specified. The product is [Cl:2][C:3]1[C:12]2[C:7](=[CH:8][CH:9]=[CH:10][CH:11]=2)[CH:6]=[CH:5][C:4]=1[NH:13][CH2:14][CH2:15][NH:16][CH2:23][C:19]1[N:18]([CH3:17])[CH:22]=[CH:21][CH:20]=1. The yield is 0.470. (10) The reactants are [Cl:1][C:2]1[N:7]=[C:6](Cl)[CH:5]=[CH:4][N:3]=1.[H-].[Na+].[CH3:11][Si:12]([CH3:17])([CH3:16])[CH2:13][CH2:14][OH:15].Cl. The catalyst is C1COCC1.O. The product is [Cl:1][C:2]1[N:7]=[C:6]([O:15][CH2:14][CH2:13][Si:12]([CH3:17])([CH3:16])[CH3:11])[CH:5]=[CH:4][N:3]=1. The yield is 0.790.